Dataset: M1 muscarinic receptor agonist screen with 61,833 compounds. Task: Binary Classification. Given a drug SMILES string, predict its activity (active/inactive) in a high-throughput screening assay against a specified biological target. (1) The compound is Fc1c(NC(=O)Cn2nc3CCC(Cc3c2)C)ccc(F)c1. The result is 0 (inactive). (2) The drug is O(n1nnnc1c1ccccc1)CCC. The result is 0 (inactive). (3) The molecule is O=C1N(C(C(c2c1cccc2)C(=O)Nc1nc(ccc1)C)c1cc(OC)c(OC)cc1)C. The result is 0 (inactive). (4) The drug is O=C(N1CCN(CC1)c1c(OC)cccc1)CCn1c(=O)c2c([nH]c1=O)cc(OCC)c(OCC)c2. The result is 0 (inactive). (5) The compound is Brc1ccc(NC(=O)CSc2nn(c3ccccc3)cn2)nc1. The result is 0 (inactive). (6) The molecule is S=c1n(c(=O)c2cc(N3CCOCC3)ccc2[nH]1)Cc1cc(OC)ccc1. The result is 0 (inactive).